The task is: Regression/Classification. Given a drug SMILES string, predict its absorption, distribution, metabolism, or excretion properties. Task type varies by dataset: regression for continuous measurements (e.g., permeability, clearance, half-life) or binary classification for categorical outcomes (e.g., BBB penetration, CYP inhibition). Dataset: cyp3a4_veith.. This data is from CYP3A4 inhibition data for predicting drug metabolism from PubChem BioAssay. (1) The drug is Nc1c2ccccc2nc2c(O)cccc12. The result is 0 (non-inhibitor). (2) The molecule is Cc1ccc2c(c1)N(CC(=O)NC1CCC(C)CC1)C(=O)CO2. The result is 1 (inhibitor). (3) The drug is COCCCNC(=O)C1CCC(=O)N1Cc1ccccc1Cl. The result is 0 (non-inhibitor).